Task: Predict the reaction yield, written as a fraction of the theoretical maximum amount of product (1.0 means a 100% yield; for example, 0.34 means a 34% yield).. Dataset: Reaction yield outcomes from USPTO patents with 853,638 reactions The reactants are Cl[C:2]1[N:7]=[C:6]([CH3:8])[N:5]=[C:4]([NH:9][C:10](=[O:12])[CH3:11])[CH:3]=1.[Cl:13][C:14]1[CH:15]=[N:16][CH:17]=[CH:18][C:19]=1B1OC(C)(C)C(C)(C)O1.C(=O)([O-])[O-].[Cs+].[Cs+].O1CCOCC1. The catalyst is [NH4+].[Cl-].[Pd+2].ClC1C=C[C-](P(C2C=CC=CC=2)C2C=CC=CC=2)C=1Cl.[C-]1(P(C2C=CC=CC=2)C2C=CC=CC=2)C=CC=C1.[Fe+2].O. The product is [Cl:13][C:14]1[CH:15]=[N:16][CH:17]=[CH:18][C:19]=1[C:2]1[N:7]=[C:6]([CH3:8])[N:5]=[C:4]([NH:9][C:10](=[O:12])[CH3:11])[CH:3]=1. The yield is 0.316.